Dataset: Reaction yield outcomes from USPTO patents with 853,638 reactions. Task: Predict the reaction yield, written as a fraction of the theoretical maximum amount of product (1.0 means a 100% yield; for example, 0.34 means a 34% yield). (1) The reactants are [Cl:1][C:2]1[CH:10]=[CH:9][C:8]([N:11]2[CH:15]=[CH:14][CH:13]=[CH:12]2)=[CH:7][C:3]=1[C:4]([NH2:6])=[O:5].FC1C=CC([O:23][C:24](=O)[NH:25][C:26]2[S:27][C:28]3[CH:34]=[C:33]([S:35]([CH3:38])(=[O:37])=[O:36])[CH:32]=[CH:31][C:29]=3[N:30]=2)=CC=1. No catalyst specified. The product is [Cl:1][C:2]1[CH:10]=[CH:9][C:8]([N:11]2[CH:15]=[CH:14][CH:13]=[CH:12]2)=[CH:7][C:3]=1[C:4]([NH:6][C:24](=[O:23])[NH:25][C:26]1[S:27][C:28]2[CH:34]=[C:33]([S:35]([CH3:38])(=[O:37])=[O:36])[CH:32]=[CH:31][C:29]=2[N:30]=1)=[O:5]. The yield is 0.0700. (2) The reactants are [O:1]=[C:2]([C:15]1[CH:20]=[C:19]([O:21][CH3:22])[C:18]([O:23][CH3:24])=[C:17]([O:25][CH3:26])[CH:16]=1)[CH2:3][C:4]([O:6][C:7]1[CH:12]=[CH:11][CH:10]=[C:9]([O:13][CH3:14])[CH:8]=1)=[O:5].C(NC1C=CC(S([N:40]=[N+:41]=[N-])(=O)=O)=CC=1)(=O)C.C(#N)C. The yield is 0.980. The catalyst is C(N(CC)CC)C. The product is [N+:40](=[C:3]([C:2](=[O:1])[C:15]1[CH:16]=[C:17]([O:25][CH3:26])[C:18]([O:23][CH3:24])=[C:19]([O:21][CH3:22])[CH:20]=1)[C:4]([O:6][C:7]1[CH:12]=[CH:11][CH:10]=[C:9]([O:13][CH3:14])[CH:8]=1)=[O:5])=[N-:41]. (3) The reactants are [CH3:1][N:2]([C:7]1[N:12]=[C:11]([C:13]2[CH:18]=[CH:17][C:16]([F:19])=[CH:15][CH:14]=2)[C:10](/[CH:20]=[CH:21]/[C@H:22]2[O:27][C:26](=[O:28])[CH2:25][C@H:24]([OH:29])[CH2:23]2)=[C:9]([CH:30]([CH3:32])[CH3:31])[N:8]=1)[S:3]([CH3:6])(=[O:5])=[O:4].[OH-:33].[Ca+2].[OH-]. The catalyst is O. The product is [CH3:1][N:2]([C:7]1[N:12]=[C:11]([C:13]2[CH:18]=[CH:17][C:16]([F:19])=[CH:15][CH:14]=2)[C:10](/[CH:20]=[CH:21]/[C@@H:22]([OH:27])[CH2:23][C@@H:24]([OH:29])[CH2:25][C:26]([OH:28])=[O:33])=[C:9]([CH:30]([CH3:31])[CH3:32])[N:8]=1)[S:3]([CH3:6])(=[O:5])=[O:4]. The yield is 0.950.